The task is: Regression. Given two drug SMILES strings and cell line genomic features, predict the synergy score measuring deviation from expected non-interaction effect.. This data is from NCI-60 drug combinations with 297,098 pairs across 59 cell lines. (1) Drug 1: C1CC(C1)(C(=O)O)C(=O)O.[NH2-].[NH2-].[Pt+2]. Drug 2: CC1=C(C=C(C=C1)C(=O)NC2=CC(=CC(=C2)C(F)(F)F)N3C=C(N=C3)C)NC4=NC=CC(=N4)C5=CN=CC=C5. Cell line: COLO 205. Synergy scores: CSS=2.30, Synergy_ZIP=-1.30, Synergy_Bliss=-2.67, Synergy_Loewe=-2.45, Synergy_HSA=-3.15. (2) Drug 1: CC1OCC2C(O1)C(C(C(O2)OC3C4COC(=O)C4C(C5=CC6=C(C=C35)OCO6)C7=CC(=C(C(=C7)OC)O)OC)O)O. Drug 2: CC1C(C(=O)NC(C(=O)N2CCCC2C(=O)N(CC(=O)N(C(C(=O)O1)C(C)C)C)C)C(C)C)NC(=O)C3=C4C(=C(C=C3)C)OC5=C(C(=O)C(=C(C5=N4)C(=O)NC6C(OC(=O)C(N(C(=O)CN(C(=O)C7CCCN7C(=O)C(NC6=O)C(C)C)C)C)C(C)C)C)N)C. Cell line: NCI-H226. Synergy scores: CSS=7.21, Synergy_ZIP=-6.32, Synergy_Bliss=-8.17, Synergy_Loewe=-8.32, Synergy_HSA=-8.27. (3) Cell line: COLO 205. Synergy scores: CSS=2.76, Synergy_ZIP=0.103, Synergy_Bliss=2.06, Synergy_Loewe=-0.859, Synergy_HSA=-1.76. Drug 2: CS(=O)(=O)CCNCC1=CC=C(O1)C2=CC3=C(C=C2)N=CN=C3NC4=CC(=C(C=C4)OCC5=CC(=CC=C5)F)Cl. Drug 1: C1CC(=O)NC(=O)C1N2CC3=C(C2=O)C=CC=C3N. (4) Drug 1: CCC1=C2N=C(C=C(N2N=C1)NCC3=C[N+](=CC=C3)[O-])N4CCCCC4CCO. Drug 2: CN1C=C(C=N1)C2=C3N=C(C(=C(N3N=C2)N)Br)C4CCCNC4. Cell line: HT29. Synergy scores: CSS=45.9, Synergy_ZIP=0.846, Synergy_Bliss=0.520, Synergy_Loewe=-6.09, Synergy_HSA=2.36. (5) Drug 1: CC1=C(C(CCC1)(C)C)C=CC(=CC=CC(=CC(=O)O)C)C. Drug 2: C1CNP(=O)(OC1)N(CCCl)CCCl. Cell line: SK-MEL-5. Synergy scores: CSS=-5.46, Synergy_ZIP=2.90, Synergy_Bliss=0.575, Synergy_Loewe=-4.17, Synergy_HSA=-4.53.